From a dataset of Catalyst prediction with 721,799 reactions and 888 catalyst types from USPTO. Predict which catalyst facilitates the given reaction. (1) Reactant: Br[C:2]1[N:7]=[C:6]2[C:8]([CH3:23])=[CH:9][N:10]([C@H:11]([C:14]([CH3:22])([CH3:21])[O:15][SiH2:16][C:17]([CH3:20])([CH3:19])[CH3:18])[CH2:12][CH3:13])[C:5]2=[CH:4][C:3]=1[Br:24].C([O-])([O-])=O.[K+].[K+].[CH3:31][O:32][C:33]1[C:38](B(O)O)=[CH:37][CH:36]=[C:35]([CH:42]([CH3:44])[CH3:43])[N:34]=1. Product: [Br:24][C:3]1[CH:4]=[C:5]2[N:10]([C@H:11]([C:14]([CH3:21])([CH3:22])[O:15][SiH2:16][C:17]([CH3:18])([CH3:20])[CH3:19])[CH2:12][CH3:13])[CH:9]=[C:8]([CH3:23])[C:6]2=[N:7][C:2]=1[C:38]1[C:33]([O:32][CH3:31])=[N:34][C:35]([CH:42]([CH3:44])[CH3:43])=[CH:36][CH:37]=1. The catalyst class is: 57. (2) Reactant: O1C2C=CC(C3(C(NC4C=CC(C)=C(Br)C=4)=O)CC3)=CC=2OC1.B([C:27]1[CH:35]=[CH:34][C:30]([C:31]([OH:33])=[O:32])=[CH:29][CH:28]=1)(O)O.C([O-])([O-])=O.[K+].[K+]. Product: [C:31]([OH:33])(=[O:32])[C:30]1[CH:34]=[CH:35][CH:27]=[CH:28][CH:29]=1. The catalyst class is: 3. (3) Reactant: [Br:1][C:2]1[CH:3]=[C:4]2[C:9](=[CH:10][CH:11]=1)[C:8](=[O:12])[NH:7][CH2:6][CH2:5]2.[CH2:13](Br)[C:14]1[CH:19]=[CH:18][CH:17]=[CH:16][CH:15]=1.[H-].[Na+]. Product: [CH2:13]([N:7]1[CH2:6][CH2:5][C:4]2[C:9](=[CH:10][CH:11]=[C:2]([Br:1])[CH:3]=2)[C:8]1=[O:12])[C:14]1[CH:19]=[CH:18][CH:17]=[CH:16][CH:15]=1. The catalyst class is: 3. (4) The catalyst class is: 4. Reactant: [CH2:1]([C:3]1([CH2:9][NH:10][C:11]2[N:16]=[C:15]([OH:17])[CH:14]=[CH:13][C:12]=2[F:18])[CH2:8][CH2:7][O:6][CH2:5][CH2:4]1)[CH3:2].C(N(CC)CC)C.[F:26][C:27]([F:40])([F:39])[S:28](O[S:28]([C:27]([F:40])([F:39])[F:26])(=[O:30])=[O:29])(=[O:30])=[O:29].C(=O)(O)[O-].[Na+]. Product: [F:26][C:27]([F:40])([F:39])[S:28]([O:17][C:15]1[CH:14]=[CH:13][C:12]([F:18])=[C:11]([NH:10][CH2:9][C:3]2([CH2:1][CH3:2])[CH2:4][CH2:5][O:6][CH2:7][CH2:8]2)[N:16]=1)(=[O:30])=[O:29]. (5) Reactant: [Br:1][C:2]1[CH:7]=[CH:6][C:5]([C:8]2([CH2:20][NH:21]C(=O)OC(C)(C)C)[C:16]3[C:11](=[CH:12][CH:13]=[CH:14][CH:15]=3)[C:10]3=[N:17][CH:18]=[CH:19][N:9]23)=[CH:4][CH:3]=1.[ClH:29]. Product: [Cl-:29].[NH2:21][CH2:20][C:8]1([C:5]2[CH:6]=[CH:7][C:2]([Br:1])=[CH:3][CH:4]=2)[C:16]2[C:11](=[CH:12][CH:13]=[CH:14][CH:15]=2)[C:10]2=[NH+:17][CH:18]=[CH:19][N:9]12. The catalyst class is: 12. (6) Reactant: [OH:1][C:2]1[CH:3]=[C:4]([CH:9]=[CH:10][C:11]=1[I:12])[C:5]([O:7][CH3:8])=[O:6].Br[CH2:14][CH2:15][CH2:16][CH2:17][CH2:18][CH2:19][CH2:20][CH3:21].C([O-])([O-])=O.[K+].[K+].CCCCCC. Product: [I:12][C:11]1[CH:10]=[CH:9][C:4]([C:5]([O:7][CH3:8])=[O:6])=[CH:3][C:2]=1[O:1][CH2:14][CH2:15][CH2:16][CH2:17][CH2:18][CH2:19][CH2:20][CH3:21]. The catalyst class is: 210. (7) Reactant: [Cl:1][C:2]1[CH:7]=[CH:6][CH:5]=[C:4]([Cl:8])[C:3]=1[C:9]1[CH:18]=[CH:17][C:16]2[C:11](=[CH:12][CH:13]=[C:14]([CH2:19][CH:20]([NH:25][C:26]([C@@H:28]3[CH2:33][CH2:32][CH2:31][CH2:30][N:29]3[S:34]([C:37]3[CH:42]=[CH:41][C:40]([CH3:43])=[CH:39][CH:38]=3)(=[O:36])=[O:35])=[O:27])[C:21]([O:23]C)=[O:22])[CH:15]=2)[N:10]=1.[OH-].[Na+].O.Cl. The catalyst class is: 5. Product: [Cl:8][C:4]1[CH:5]=[CH:6][CH:7]=[C:2]([Cl:1])[C:3]=1[C:9]1[CH:18]=[CH:17][C:16]2[C:11](=[CH:12][CH:13]=[C:14]([CH2:19][CH:20]([NH:25][C:26]([C@@H:28]3[CH2:33][CH2:32][CH2:31][CH2:30][N:29]3[S:34]([C:37]3[CH:42]=[CH:41][C:40]([CH3:43])=[CH:39][CH:38]=3)(=[O:36])=[O:35])=[O:27])[C:21]([OH:23])=[O:22])[CH:15]=2)[N:10]=1.